From a dataset of Reaction yield outcomes from USPTO patents with 853,638 reactions. Predict the reaction yield, written as a fraction of the theoretical maximum amount of product (1.0 means a 100% yield; for example, 0.34 means a 34% yield). (1) The reactants are C[N:2]([CH3:17])/[CH:3]=[CH:4]/[C:5]([C:7]1[CH:8]=[C:9]([NH:13][C:14](=[O:16])[CH3:15])[CH:10]=[CH:11][CH:12]=1)=O.[NH2:18][C:19]1[NH:23][N:22]=[C:21]([C:24]2[CH:29]=[CH:28][C:27]([O:30][C:31]3[CH:36]=[CH:35][CH:34]=[CH:33][CH:32]=3)=[CH:26][CH:25]=2)[C:20]=1C#N. The catalyst is CC(O)=O. The product is [C:19]([C:20]1[C:21]([C:24]2[CH:29]=[CH:28][C:27]([O:30][C:31]3[CH:36]=[CH:35][CH:34]=[CH:33][CH:32]=3)=[CH:26][CH:25]=2)=[N:22][N:23]2[C:5]([C:7]3[CH:8]=[C:9]([NH:13][C:14](=[O:16])[CH3:15])[CH:10]=[CH:11][CH:12]=3)=[CH:4][CH:3]=[N:2][C:17]=12)#[N:18]. The yield is 0.900. (2) The reactants are C(N[C:6]1[N:11]=[C:10](OC2C(C)=CC(C)=CC=2C)[C:9]([C:22]([OH:24])=O)=[CH:8][CH:7]=1)(C)(C)C.[N+:25]([C:28]1[N:33]=[C:32]([S:34](N)(=[O:36])=[O:35])[CH:31]=[CH:30][CH:29]=1)([O-:27])=[O:26].C[N:39](C(ON1N=NC2C=CC=NC1=2)=[N+](C)C)C.F[P-](F)(F)(F)(F)F.C(N(C(C)C)C(C)C)C. The catalyst is CN(C)C=O. The product is [N+:25]([C:28]1[N:33]=[C:32]([S:34]([C:10]2[N:11]=[CH:6][CH:7]=[CH:8][C:9]=2[C:22]([NH2:39])=[O:24])(=[O:36])=[O:35])[CH:31]=[CH:30][CH:29]=1)([O-:27])=[O:26]. The yield is 0.300. (3) The reactants are [F:1][C:2]1[CH:3]=[C:4]([OH:11])[CH:5]=[CH:6][C:7]=1[N+:8]([O-])=O. The catalyst is CCOC(C)=O. The product is [NH2:8][C:7]1[CH:6]=[CH:5][C:4]([OH:11])=[CH:3][C:2]=1[F:1]. The yield is 0.970. (4) The reactants are [F:1][C:2]1[CH:11]=[C:10]([F:12])[CH:9]=[C:8]2[C:3]=1[CH:4]=[CH:5][C:6](=[O:13])[NH:7]2.[H-].[Na+].CS(O[CH2:21][CH2:22][N:23]1[CH2:28][CH2:27][C@H:26]([N:29]([CH2:37][C:38]2[CH:43]=[CH:42][CH:41]=[CH:40][CH:39]=2)[CH2:30][C:31]2[CH:36]=[CH:35][CH:34]=[CH:33][CH:32]=2)[C@H:25]([O:44][CH3:45])[CH2:24]1)(=O)=O. The catalyst is CN(C=O)C. The product is [CH2:37]([N:29]([CH2:30][C:31]1[CH:32]=[CH:33][CH:34]=[CH:35][CH:36]=1)[C@H:26]1[CH2:27][CH2:28][N:23]([CH2:22][CH2:21][N:7]2[C:8]3[C:3](=[C:2]([F:1])[CH:11]=[C:10]([F:12])[CH:9]=3)[CH:4]=[CH:5][C:6]2=[O:13])[CH2:24][C@H:25]1[O:44][CH3:45])[C:38]1[CH:39]=[CH:40][CH:41]=[CH:42][CH:43]=1. The yield is 0.270. (5) The reactants are [Cl:1][C:2]1[C:3]2[N:4]([C:8]([CH:11]3[CH2:19][CH2:18][CH2:17][C:16]4[N:15]([CH3:20])[N:14]=[CH:13][C:12]3=4)=[N:9][CH:10]=2)[CH:5]=[CH:6][N:7]=1.C1C(=O)N([Br:28])C(=O)C1. The catalyst is CN(C=O)C. The product is [Br:28][C:10]1[N:9]=[C:8]([CH:11]2[CH2:19][CH2:18][CH2:17][C:16]3[N:15]([CH3:20])[N:14]=[CH:13][C:12]2=3)[N:4]2[CH:5]=[CH:6][N:7]=[C:2]([Cl:1])[C:3]=12. The yield is 0.156. (6) The product is [ClH:28].[Cl:28][C:25]1[CH:26]=[CH:27][C:22]([O:21][C:18]2[CH:19]=[CH:20][C:15]([O:14][CH2:13][C@H:9]3[CH2:10][CH2:11][CH2:12][NH:8]3)=[CH:16][CH:17]=2)=[CH:23][CH:24]=1. The yield is 0.700. The catalyst is O1CCOCC1. The reactants are C(OC([N:8]1[CH2:12][CH2:11][CH2:10][C@@H:9]1[CH2:13][O:14][C:15]1[CH:20]=[CH:19][C:18]([O:21][C:22]2[CH:27]=[CH:26][C:25]([Cl:28])=[CH:24][CH:23]=2)=[CH:17][CH:16]=1)=O)(C)(C)C.Cl. (7) The reactants are [CH2:1]([O:3][C:4]1[CH:5]=[C:6]([C:12](=[O:18])[CH2:13][S:14]([CH3:17])(=[O:16])=[O:15])[CH:7]=[CH:8][C:9]=1[O:10][CH3:11])[CH3:2]. The catalyst is C(#N)C. The product is [CH2:1]([O:3][C:4]1[CH:5]=[C:6]([C@@H:12]([OH:18])[CH2:13][S:14]([CH3:17])(=[O:16])=[O:15])[CH:7]=[CH:8][C:9]=1[O:10][CH3:11])[CH3:2]. The yield is 0.870. (8) The reactants are OS(C(F)(F)F)(=O)=O.[Cl:9]C1C=C(C=C(Cl)C=1)C=NCC(OCC)OCC.[OH-].[NH4+].[Cl:29][C:30]1[CH:39]=[C:38]([Cl:40])[CH:37]=[C:36]2[C:31]=1[CH:32]=[CH:33][N:34]=[CH:35]2.C(Cl)(=O)C. The catalyst is ClCCl.O.C(O)C.CO. The product is [ClH:9].[Cl:29][C:30]1[CH:39]=[C:38]([Cl:40])[CH:37]=[C:36]2[C:31]=1[CH:32]=[CH:33][N:34]=[CH:35]2. The yield is 0.610.